Dataset: Catalyst prediction with 721,799 reactions and 888 catalyst types from USPTO. Task: Predict which catalyst facilitates the given reaction. (1) Reactant: [CH2:1]([O:8][C:9]1[CH:16]=[C:15]([O:17][CH:18]2[CH2:23][CH2:22][CH2:21][CH2:20][O:19]2)[CH:14]=[C:13](Br)[C:10]=1[CH:11]=[O:12])[C:2]1[CH:7]=[CH:6][CH:5]=[CH:4][CH:3]=1.[B:25]1([B:25]2[O:29][C:28]([CH3:31])([CH3:30])[C:27]([CH3:33])([CH3:32])[O:26]2)[O:29][C:28]([CH3:31])([CH3:30])[C:27]([CH3:33])([CH3:32])[O:26]1.C([O-])(=O)C.[K+]. Product: [CH2:1]([O:8][C:9]1[CH:16]=[C:15]([O:17][CH:18]2[CH2:23][CH2:22][CH2:21][CH2:20][O:19]2)[CH:14]=[C:13]([B:25]2[O:29][C:28]([CH3:31])([CH3:30])[C:27]([CH3:33])([CH3:32])[O:26]2)[C:10]=1[CH:11]=[O:12])[C:2]1[CH:7]=[CH:6][CH:5]=[CH:4][CH:3]=1. The catalyst class is: 294. (2) Reactant: [Li+].[OH-].C[O:4][C:5](/[C:7](=[C:13](\[C:35]([O:37]C)=[O:36])/[CH2:14][CH2:15][CH2:16][CH2:17][CH2:18][CH2:19][CH2:20][CH2:21][CH2:22][CH2:23][CH2:24][CH2:25][CH2:26][CH2:27][CH2:28][CH2:29][O:30][S:31]([OH:34])(=[O:33])=[O:32])/[CH2:8][C:9]([O:11]C)=[O:10])=[O:6].O. Product: [C:5](/[C:7](=[C:13](\[C:35]([OH:37])=[O:36])/[CH2:14][CH2:15][CH2:16][CH2:17][CH2:18][CH2:19][CH2:20][CH2:21][CH2:22][CH2:23][CH2:24][CH2:25][CH2:26][CH2:27][CH2:28][CH2:29][O:30][S:31]([OH:34])(=[O:33])=[O:32])/[CH2:8][C:9]([OH:11])=[O:10])([OH:6])=[O:4]. The catalyst class is: 1. (3) Reactant: [N:1]1[N:5]2[CH:6]=[CH:7][CH:8]=[CH:9][C:4]2=[C:3]([OH:10])[CH:2]=1.C(=O)([O-])[O-].[K+].[K+].[Cl:17][C:18]1[CH:23]=[C:22]([N+:24]([O-])=O)[CH:21]=[CH:20][C:19]=1F.C(=O)([O-])O.[Na+]. Product: [Cl:17][C:18]1[CH:23]=[C:22]([CH:21]=[CH:20][C:19]=1[O:10][C:3]1[CH:2]=[N:1][N:5]2[CH:6]=[CH:7][CH:8]=[CH:9][C:4]=12)[NH2:24]. The catalyst class is: 9. (4) Product: [CH3:3][O:5][C:6](=[O:45])[CH2:7][C:8]1[CH:9]=[N:10][CH:11]=[C:12]([C:14]2[CH:19]=[CH:18][C:17]([C:20]([CH2:21][CH3:22])([C:23]3[CH:28]=[CH:27][C:26](/[CH:29]=[CH:30]/[C:31]([OH:40])([C:32]([F:33])([F:35])[F:34])[C:36]([F:38])([F:39])[F:37])=[C:25]([CH3:41])[CH:24]=3)[CH2:42][CH3:43])=[CH:16][C:15]=2[CH3:44])[CH:13]=1. The catalyst class is: 24. Reactant: [OH-].[Na+].[CH2:3]([O:5][C:6](=[O:45])[CH2:7][C:8]1[CH:9]=[N:10][CH:11]=[C:12]([C:14]2[CH:19]=[CH:18][C:17]([C:20]([CH2:42][CH3:43])([C:23]3[CH:28]=[CH:27][C:26](/[CH:29]=[CH:30]/[C:31]([OH:40])([C:36]([F:39])([F:38])[F:37])[C:32]([F:35])([F:34])[F:33])=[C:25]([CH3:41])[CH:24]=3)[CH2:21][CH3:22])=[CH:16][C:15]=2[CH3:44])[CH:13]=1)C.Cl.